Task: Binary Classification. Given a miRNA mature sequence and a target amino acid sequence, predict their likelihood of interaction.. Dataset: Experimentally validated miRNA-target interactions with 360,000+ pairs, plus equal number of negative samples (1) The miRNA is hsa-miR-6840-5p with sequence ACCCCCGGGCAAAGACCUGCAGAU. The protein sequence of the target gene is MMLPQWLLLLFLLFFFLFLLTRGSLSPTKYNLLELKESCIRNQDCETGCCQRAPDNCESHCAEKGSEGSLCQTQVFFGQYRACPCLRNLTCIYSKNEKWLSIAYGRCQKIGRQKLAKKMFF. Result: 0 (no interaction). (2) The miRNA is dme-miR-iab-4-5p with sequence ACGUAUACUGAAUGUAUCCUGA. The protein sequence of the target gene is MDLRQFLMCLSLCTAFALSKPTEKKDRVHHEPQLSDKVHNDAQNFDYDHDAFLGAEEAKSFDQLTPEESKERLGKIVSKIDDDKDGFVTVDELKGWIKFAQKRWIHEDVERQWKGHDLNEDGLVSWEEYKNATYGYVLDDPDPDDGFNYKQMMVRDERRFKMADKDGDLIATKEEFTAFLHPEEYDYMKDIVVQETMEDIDKNADGFIDLEEYIGDMYSHDGNADEPEWVKTEREQFVEFRDKNRDGKMDKEETKDWILPSDYDHAEAEARHLVYESDQNKDGKLTKEEIVDKYDLFVGS.... Result: 0 (no interaction). (3) The miRNA is hsa-miR-1304-5p with sequence UUUGAGGCUACAGUGAGAUGUG. The protein sequence of the target gene is MEVEAVCGGAGEVEAQDSDPAPAFSKAPGSAGHYELPWVEKYRPVKLNEIVGNEDTVSRLEVFAREGNVPNIIIAGPPGTGKTTSILCLARALLGPALKDAMLELNASNDRGIDVVRNKIKMFAQQKVTLPKGRHKIIILDEADSMTDGAQQALRRTMEIYSKTTRFALACNASDKIIEPIQSRCAVLRYTKLTDAQILTRLMNVIEKERVPYTDDGLEAIIFTAQGDMRQALNNLQSTFSGFGFINSENVFKVCDEPHPLLVKEMIQHCVNANIDEAYKILAHLWHLGYSPEDIIGNIF.... Result: 1 (interaction). (4) The miRNA is hsa-miR-6729-5p with sequence UGGGCGAGGGCGGCUGAGCGGC. The protein sequence of the target gene is MAASAQVSVTFEDVAVTFTQEEWGQLDAAQRTLYQEVMLETCGLLMSLGCPLFKPELIYQLDHRQELWMATKDLSQSSYPGDNTKPKTTEPTFSHLALPEEVLLQEQLTQGASKNSQLGQSKDQDGPSEMQEVHLKIGIGPQRGKLLEKMSSERDGLGSDDGVCTKITQKQVSTEGDLYECDSHGPVTDALIREEKNSYKCEECGKVFKKNALLVQHERIHTQVKPYECTECGKTFSKSTHLLQHLIIHTGEKPYKCMECGKAFNRRSHLTRHQRIHSGEKPYKCSECGKAFTHRSTFVL.... Result: 1 (interaction). (5) The miRNA is hsa-miR-6500-5p with sequence AGGAGCUAUCCACUCCAGGUGUCC. The protein sequence of the target gene is MEEFGISPGQLVAVFWDKSSPEEALKKLVARLQELTGSEGQVFMENVTQLLQSSHKESSFDVILSGVVPGSTSLHSAEVLAEMARILRPGGCLFLKEPVETAEVNNDKMKTASKLCSALTLSGLVEIKELQREALSPEEVQSVQEHLGYHSDSLRSVRVTGKKPNFEVGSSSQLKLPNKKSSSVKPVVDPAAAKLWTLSANDMEDDSVDLIDSDELLDPEDLKRPDPASLKAPSCGEGKKRKACKNCTCGLAEELEREQSKAQSSQPKSACGNCYLGDAFRCANCPYLGMPAFKPGEQVL.... Result: 0 (no interaction).